From a dataset of Full USPTO retrosynthesis dataset with 1.9M reactions from patents (1976-2016). Predict the reactants needed to synthesize the given product. (1) The reactants are: [N:1]1[CH:6]=[CH:5][CH:4]=[CH:3][C:2]=1[CH2:7][O:8][C:9]1[CH:18]=[C:17]([C:19]2[S:23][C:22]([CH2:24][OH:25])=[N:21][CH:20]=2)[C:16]2[CH2:15][CH2:14][CH2:13][CH2:12][C:11]=2[N:10]=1.[H-].[Na+].[CH3:28]I. Given the product [CH3:28][O:25][CH2:24][C:22]1[S:23][C:19]([C:17]2[C:16]3[CH2:15][CH2:14][CH2:13][CH2:12][C:11]=3[N:10]=[C:9]([O:8][CH2:7][C:2]3[CH:3]=[CH:4][CH:5]=[CH:6][N:1]=3)[CH:18]=2)=[CH:20][N:21]=1, predict the reactants needed to synthesize it. (2) Given the product [Br:1][C:2]1[CH:7]=[CH:6][C:5]([C:16]#[C:15][C:9]2[CH:14]=[CH:13][CH:12]=[CH:11][CH:10]=2)=[CH:4][CH:3]=1, predict the reactants needed to synthesize it. The reactants are: [Br:1][C:2]1[CH:7]=[CH:6][C:5](I)=[CH:4][CH:3]=1.[C:9]1([C:15]#[CH:16])[CH:14]=[CH:13][CH:12]=[CH:11][CH:10]=1.O1CCCC1.[O-][Si]([O-])=O.[Mg+2].